From a dataset of Catalyst prediction with 721,799 reactions and 888 catalyst types from USPTO. Predict which catalyst facilitates the given reaction. Reactant: S(=O)(=O)(O)[OH:2].[CH:6]([N:9]1[C:14](=[O:15])[CH:13]=[CH:12][C:11]([C:16]#[C:17][C:18]2[CH:23]=[CH:22][CH:21]=[CH:20][CH:19]=2)=[N:10]1)([CH3:8])[CH3:7]. Product: [CH:6]([N:9]1[C:14](=[O:15])[CH:13]=[CH:12][C:11]([CH2:16][C:17](=[O:2])[C:18]2[CH:19]=[CH:20][CH:21]=[CH:22][CH:23]=2)=[N:10]1)([CH3:8])[CH3:7]. The catalyst class is: 15.